Dataset: Drug-target binding data from BindingDB using IC50 measurements. Task: Regression. Given a target protein amino acid sequence and a drug SMILES string, predict the binding affinity score between them. We predict pIC50 (pIC50 = -log10(IC50 in M); higher means more potent). Dataset: bindingdb_ic50. (1) The drug is CC1CCC2(O)C3(OC4(O)C[C@]2(C)C2(O)[C@H](OC(=O)c5ccc[nH]5)C(O)(C(C)C)C4(C)C32O)[C@@H]1OC(=O)CCN. The target protein (P11716) has sequence MGDGGEGEDEVQFLRTDDEVVLQCSATVLKEQLKLCLAAEGFGNRLCFLEPTSNAQNVPPDLAICCFTLEQSLSVRALQEMLANTVEAGVESSQGGGHRTLLYGHAILLRHAHSRMYLSCLTTSRSMTDKLAFDVGLQEDATGEACWWTMHPASKQRSEGEKVRVGDDLILVSVSSERYLHLSTASGELQVDASFMQTLWNMNPICSCCEEGYVTGGHVLRLFHGHMDECLTISAADSDDQRRLVYYEGGAVCTHARSLWRLEPLRISWSGSHLRWGQPLRIRHVTTGRYLALTEDQGLVVVDACKAHTKATSFCFRVSKEKLDTAPKRDVEGMGPPEIKYGESLCFVQHVASGLWLTYAAPDPKALRLGVLKKKAILHQEGHMDDALFLTRCQQEESQAARMIHSTAGLYNQFIKGLDSFSGKPRGSGPPAGPALPIEAVILSLQDLIGYFEPPSEELQHEEKQSKLRSLRNRQSLFQEEGMLSLVLNCIDRLNVYTTA.... The pIC50 is 8.6. (2) The compound is O=C(Nc1ccc(F)c(F)c1)Nc1cc(C2CCCC2)nn1-c1ccccc1. The target protein (P48549) has sequence MSALRRKFGDDYQVVTTSSSGSGLQPQGPGQDPQQQLVPKKKRQRFVDKNGRCNVQHGNLGSETSRYLSDLFTTLVDLKWRWNLFIFILTYTVAWLFMASMWWVIAYTRGDLNKAHVGNYTPCVANVYNFPSAFLFFIETEATIGYGYRYITDKCPEGIILFLFQSILGSIVDAFLIGCMFIKMSQPKKRAETLMFSEHAVISMRDGKLTLMFRVGNLRNSHMVSAQIRCKLLKSRQTPEGEFLPLDQLELDVGFSTGADQLFLVSPLTICHVIDAKSPFYDLSQRSMQTEQFEIVVILEGIVETTGMTCQARTSYTEDEVLWGHRFFPVISLEEGFFKVDYSQFHATFEVPTPPYSVKEQEEMLLMSSPLIAPAITNSKERHNSVECLDGLDDITTKLPSKLQKITGREDFPKKLLRMSSTTSEKAYSLGDLPMKLQRISSVPGNSEEKLVSKTTKMLSDPMSQSVADLPPKLQKMAGGAARMEGNLPAKLRKMNSDRF.... The pIC50 is 5.3. (3) The small molecule is CCNC(=O)c1ccc(-n2cc(-c3ccccc3)nc2C)s1. The target protein sequence is MISKLKPQFMFLPKKHILSYCRKDVLNLFEQKFYYTSKRKESNNMKNESLLRLINYNRYYNKIDSNNYYNGGKILSNDRQYIYSPLCEYKKKINDISSYVSVPFKINIRNLGTSNFVNNKKDVLDNDYIYENIKKEKSKHKKIIFLLFVSLFGLYGFFESYNPEFFLYDIFLKFCLKYIDGEICHDLFLLLGKYNILPYDTSNDSIYACTNIKHLDFINPFGVAAGFDKNGVCIDSILKLGFSFIEIGTITPRGQTGNAKPRIFRDVESRSIINSCGFNNMGCDKVTENLILFRKRQEEDKLLSKHIVGVSIGKNKDTVNIVDDLKYCINKIGRYADYIAINVSSPNTPGLRDNQEAGKLKNIILSVKEEIDNLEKNNIMNDESTYNEDNKIVEKKNNFNKNNSHMMKDAKDNFLWFNTTKKKPLVFVKLAPDLNQEQKKEIADVLLETNIDGMIISNTTTQINDIKSFENKKGGVSGAKLKDISTKFICEMYNYTNKQI.... The pIC50 is 6.4.